From a dataset of Catalyst prediction with 721,799 reactions and 888 catalyst types from USPTO. Predict which catalyst facilitates the given reaction. (1) Reactant: [Cl:1][CH2:2][CH:3]([CH:5]1[NH:20][C:19](=[O:21])[C@H:18]([CH3:22])[N:17]([CH3:23])[C:16](=[O:24])[CH2:15][CH2:14][CH2:13][CH2:12][CH:11]=[CH:10][CH2:9][CH2:8][C@@H:7]([CH3:25])[CH2:6]1)[OH:4]. Product: [Cl:1][CH2:2][CH:3]([CH:5]1[NH:20][C:19](=[O:21])[C@H:18]([CH3:22])[N:17]([CH3:23])[C:16](=[O:24])[CH2:15][CH2:14][CH2:13][CH2:12][CH2:11][CH2:10][CH2:9][CH2:8][C@@H:7]([CH3:25])[CH2:6]1)[OH:4]. The catalyst class is: 50. (2) Reactant: [CH:1]([O:4][C:5]1[CH:14]=[C:13]([C:15]([F:18])([F:17])[F:16])[C:12]2[C:7](=[CH:8][CH:9]=[C:10]3[NH:22][C@H:21]([C:23]4[CH:28]=[CH:27][CH:26]=[CH:25][CH:24]=4)[CH2:20][O:19][C:11]3=2)[N:6]=1)([CH3:3])[CH3:2].[BH4-].[Na+]. Product: [CH:1]([O:4][C:5]1[CH:14]=[C:13]([C:15]([F:17])([F:16])[F:18])[C:12]2[C:7](=[CH:8][CH:9]=[C:10]3[N:22]([CH2:13][C:15]([F:18])([F:17])[F:16])[C@H:21]([C:23]4[CH:28]=[CH:27][CH:26]=[CH:25][CH:24]=4)[CH2:20][O:19][C:11]3=2)[N:6]=1)([CH3:3])[CH3:2]. The catalyst class is: 67. (3) Reactant: N1C=CC=CC=1.[C:7]1([NH:13][C:14]2[N:19]=[C:18]([NH2:20])[N:17]=[C:16]([C:21]3[CH:26]=[CH:25][CH:24]=[CH:23][CH:22]=3)[N:15]=2)[CH:12]=[CH:11][CH:10]=[CH:9][CH:8]=1.[C:27](Cl)(=[O:33])[O:28][CH2:29][CH:30]([CH3:32])[CH3:31]. Product: [C:21]1([C:16]2[N:15]=[C:14]([NH:13][C:7]3[CH:12]=[CH:11][CH:10]=[CH:9][CH:8]=3)[N:19]=[C:18]([NH:20][C:27](=[O:33])[O:28][CH2:29][CH:30]([CH3:32])[CH3:31])[N:17]=2)[CH:22]=[CH:23][CH:24]=[CH:25][CH:26]=1. The catalyst class is: 2. (4) Reactant: [C:1]([O:5][C:6](=[O:19])[NH:7][C:8]12[CH2:17][CH:12]3[CH2:13][CH:14]([CH2:16][CH:10]([CH2:11]3)[C:9]1=[O:18])[CH2:15]2)([CH3:4])([CH3:3])[CH3:2].[Li][CH3:21]. Product: [C:1]([O:5][C:6](=[O:19])[NH:7][C:8]12[CH2:17][CH:12]3[CH2:13][CH:14]([CH2:16][CH:10]([CH2:11]3)[C:9]1([OH:18])[CH3:21])[CH2:15]2)([CH3:4])([CH3:2])[CH3:3]. The catalyst class is: 1. (5) Reactant: [NH2:1][C:2]1[C:7]([C:8]#[N:9])=[C:6]([N:10]2[CH2:15][CH2:14][CH:13]([C:16]3[N:17]([CH2:29][CH2:30][N:31]4[CH2:34][CH2:33][CH2:32]4)[CH:18]=[C:19]([C:21]4[CH:26]=[CH:25][C:24]([F:27])=[C:23]([CH3:28])[CH:22]=4)[N:20]=3)[C:12]([F:36])([F:35])[CH2:11]2)[N:5]=[CH:4][N:3]=1.[OH:37]O.[OH-].[Na+]. Product: [NH2:1][C:2]1[C:7]([C:8]([NH2:9])=[O:37])=[C:6]([N:10]2[CH2:15][CH2:14][CH:13]([C:16]3[N:17]([CH2:29][CH2:30][N:31]4[CH2:32][CH2:33][CH2:34]4)[CH:18]=[C:19]([C:21]4[CH:26]=[CH:25][C:24]([F:27])=[C:23]([CH3:28])[CH:22]=4)[N:20]=3)[C:12]([F:36])([F:35])[CH2:11]2)[N:5]=[CH:4][N:3]=1. The catalyst class is: 16. (6) Reactant: [CH:1]([C:4]1[CH:8]=[C:7]([NH2:9])[N:6]([C:10]2[CH:11]=[N:12][CH:13]=[CH:14][CH:15]=2)[N:5]=1)([CH3:3])[CH3:2].C(=O)([O-])[O-].[K+].[K+].Cl[C:23]([O:25][C:26]1[CH:31]=[CH:30][CH:29]=[CH:28][CH:27]=1)=[O:24]. Product: [CH:1]([C:4]1[CH:8]=[C:7]([NH:9][C:23](=[O:24])[O:25][C:26]2[CH:31]=[CH:30][CH:29]=[CH:28][CH:27]=2)[N:6]([C:10]2[CH:11]=[N:12][CH:13]=[CH:14][CH:15]=2)[N:5]=1)([CH3:3])[CH3:2]. The catalyst class is: 2. (7) Reactant: [Cl:1][C:2]1[C:3]([CH2:8][NH:9][C:10]([N:12]2[CH2:17][CH2:16][N:15]3[C:18]([C:21]([F:24])([F:23])[F:22])=[N:19][N:20]=[C:14]3[CH2:13]2)=O)=[N:4][CH:5]=[CH:6][N:7]=1.N1C=CC=CC=1.P(Cl)(Cl)(Cl)=O. Product: [Cl:1][C:2]1[C:3]2[N:4]([C:10]([N:12]3[CH2:17][CH2:16][N:15]4[C:18]([C:21]([F:24])([F:23])[F:22])=[N:19][N:20]=[C:14]4[CH2:13]3)=[N:9][CH:8]=2)[CH:5]=[CH:6][N:7]=1. The catalyst class is: 10. (8) Reactant: [Cl:1][C:2]1[CH:30]=[C:29]([Cl:31])[CH:28]=[CH:27][C:3]=1[CH2:4][O:5][CH2:6][C@H:7]1[O:11][CH:10]([O:12]C)[C@:9]([C:15]#[CH:16])([OH:14])[C@@H:8]1[O:17][CH2:18][C:19]1[CH:24]=[CH:23][C:22]([Cl:25])=[CH:21][C:20]=1[Cl:26].C(O)(=O)C.S(=O)(=O)(O)O.C1(C)C=CC=CC=1. Product: [Cl:1][C:2]1[CH:30]=[C:29]([Cl:31])[CH:28]=[CH:27][C:3]=1[CH2:4][O:5][CH2:6][C@H:7]1[O:11][CH:10]([OH:12])[C@:9]([C:15]#[CH:16])([OH:14])[C@@H:8]1[O:17][CH2:18][C:19]1[CH:24]=[CH:23][C:22]([Cl:25])=[CH:21][C:20]=1[Cl:26]. The catalyst class is: 6. (9) Reactant: [F:1][C:2]1[CH:3]=[C:4]2[C:9](=[CH:10][CH:11]=1)[O:8][CH:7]([C:12]([OH:14])=[O:13])[CH2:6][CH2:5]2.C(Cl)(=O)C(Cl)=O.ClCCl.[N+:24]([C:27]1[CH:32]=[CH:31][C:30](O)=[CH:29][CH:28]=1)([O-:26])=[O:25]. Product: [F:1][C:2]1[CH:3]=[C:4]2[C:9](=[CH:10][CH:11]=1)[O:8][CH:7]([C:12]([O:14][C:30]1[CH:31]=[CH:32][C:27]([N+:24]([O-:26])=[O:25])=[CH:28][CH:29]=1)=[O:13])[CH2:6][CH2:5]2. The catalyst class is: 17. (10) Reactant: Cl.[NH2:2][CH2:3][C:4]([C:6]1[CH:7]=[C:8]2[C:12](=[CH:13][CH:14]=1)[NH:11][C:10]1[N:15]([CH3:28])[C:16](=[O:27])[C:17]([C:19]3[CH:24]=[CH:23][C:22]([Cl:25])=[CH:21][C:20]=3[Cl:26])=[CH:18][C:9]2=1)=[O:5].[CH2:29]([O:31][CH2:32][C:33](O)=[O:34])[CH3:30].C1CN([P+](ON2N=NC3C=CC=CC2=3)(N2CCCC2)N2CCCC2)CC1.F[P-](F)(F)(F)(F)F.C(N(C(C)C)CC)(C)C.[NH4+].[Cl-]. Product: [Cl:26][C:20]1[CH:21]=[C:22]([Cl:25])[CH:23]=[CH:24][C:19]=1[C:17]1[C:16](=[O:27])[N:15]([CH3:28])[C:10]2[NH:11][C:12]3[C:8]([C:9]=2[CH:18]=1)=[CH:7][C:6]([C:4](=[O:5])[CH2:3][NH:2][C:33](=[O:34])[CH2:32][O:31][CH2:29][CH3:30])=[CH:14][CH:13]=3. The catalyst class is: 2.